This data is from Reaction yield outcomes from USPTO patents with 853,638 reactions. The task is: Predict the reaction yield, written as a fraction of the theoretical maximum amount of product (1.0 means a 100% yield; for example, 0.34 means a 34% yield). (1) The reactants are [OH:1][C:2]1[C:11]2[C:6](=[C:7]([I:19])[CH:8]=[C:9]([CH2:12][CH:13]3[CH2:18][CH2:17][O:16][CH2:15][CH2:14]3)[CH:10]=2)[N:5]=[CH:4][C:3]=1[C:20](OCC)=[O:21].[Cl:25][C:26]1[CH:33]=[CH:32][C:29]([CH2:30][NH2:31])=[CH:28][CH:27]=1. The yield is 0.750. No catalyst specified. The product is [Cl:25][C:26]1[CH:33]=[CH:32][C:29]([CH2:30][NH:31][C:20]([C:3]2[CH:4]=[N:5][C:6]3[C:11]([C:2]=2[OH:1])=[CH:10][C:9]([CH2:12][CH:13]2[CH2:14][CH2:15][O:16][CH2:17][CH2:18]2)=[CH:8][C:7]=3[I:19])=[O:21])=[CH:28][CH:27]=1. (2) The reactants are [Cl:1][C:2]1[CH:3]=[CH:4][C:5]([S:9][CH2:10][C:11]2[CH:16]=[CH:15][C:14]([N+:17]([O-:19])=[O:18])=[CH:13][CH:12]=2)=[C:6]([CH:8]=1)[NH2:7].[O:20]1[C:24]2[CH:25]=[CH:26][CH:27]=[CH:28][C:23]=2[CH:22]=[C:21]1[S:29](Cl)(=[O:31])=[O:30]. The catalyst is N1C=CC=CC=1. The product is [Cl:1][C:2]1[CH:3]=[CH:4][C:5]([S:9][CH2:10][C:11]2[CH:16]=[CH:15][C:14]([N+:17]([O-:19])=[O:18])=[CH:13][CH:12]=2)=[C:6]([NH:7][S:29]([C:21]2[O:20][C:24]3[CH:25]=[CH:26][CH:27]=[CH:28][C:23]=3[CH:22]=2)(=[O:30])=[O:31])[CH:8]=1. The yield is 0.720. (3) The reactants are Br[C:2]1[CH:3]=[C:4]([C:9]2[N:10]=[N:11][N:12]([CH:14]([CH3:16])[CH3:15])[CH:13]=2)[C:5]([NH2:8])=[N:6][CH:7]=1.[CH3:17][O:18][C:19]1[CH:20]=[C:21](B(O)O)[CH:22]=[CH:23][C:24]=1[C:25]([O:27]C)=[O:26].O.C([O-])([O-])=O.[Cs+].[Cs+]. The catalyst is O1CCOCC1.CCOC(C)=O.C1C=CC([P]([Pd]([P](C2C=CC=CC=2)(C2C=CC=CC=2)C2C=CC=CC=2)([P](C2C=CC=CC=2)(C2C=CC=CC=2)C2C=CC=CC=2)[P](C2C=CC=CC=2)(C2C=CC=CC=2)C2C=CC=CC=2)(C2C=CC=CC=2)C2C=CC=CC=2)=CC=1. The product is [NH2:8][C:5]1[N:6]=[CH:7][C:2]([C:21]2[CH:22]=[CH:23][C:24]([C:25]([OH:27])=[O:26])=[C:19]([O:18][CH3:17])[CH:20]=2)=[CH:3][C:4]=1[C:9]1[N:10]=[N:11][N:12]([CH:14]([CH3:16])[CH3:15])[CH:13]=1. The yield is 0.693. (4) The reactants are [F:1][C:2]1[CH:3]=[CH:4][C:5]([O:10][C:11]2[CH:12]=[C:13]3[C:17](=[CH:18][CH:19]=2)[N:16]([CH2:20][CH:21]([CH3:23])[CH3:22])[N:15]=[CH:14]3)=[C:6]([CH:9]=1)[C:7]#[N:8].N#N.Cl. The catalyst is CO.[OH-].[OH-].[Pd+2]. The product is [F:1][C:2]1[CH:3]=[CH:4][C:5]([O:10][C:11]2[CH:12]=[C:13]3[C:17](=[CH:18][CH:19]=2)[N:16]([CH2:20][CH:21]([CH3:23])[CH3:22])[N:15]=[CH:14]3)=[C:6]([CH:9]=1)[CH2:7][NH2:8]. The yield is 0.960.